Task: Predict the reaction yield, written as a fraction of the theoretical maximum amount of product (1.0 means a 100% yield; for example, 0.34 means a 34% yield).. Dataset: Reaction yield outcomes from USPTO patents with 853,638 reactions (1) The reactants are Br[CH2:2][C:3]1[NH:8][C:7]([C:9]2[S:10][CH:11]=[CH:12][N:13]=2)=[N:6][CH:5]([C:14]2[CH:19]=[CH:18][C:17]([F:20])=[CH:16][C:15]=2[Cl:21])[C:4]=1[C:22]([O:24][CH3:25])=[O:23].[CH3:26][C:27]1([CH3:36])[O:32][CH2:31][CH2:30][NH:29][C@@H:28]1[C:33]([OH:35])=[O:34]. No catalyst specified. The product is [Cl:21][C:15]1[CH:16]=[C:17]([F:20])[CH:18]=[CH:19][C:14]=1[CH:5]1[N:6]=[C:7]([C:9]2[S:10][CH:11]=[CH:12][N:13]=2)[NH:8][C:3]([CH2:2][N:29]2[CH2:30][CH2:31][O:32][C:27]([CH3:26])([CH3:36])[C@H:28]2[C:33]([OH:35])=[O:34])=[C:4]1[C:22]([O:24][CH3:25])=[O:23]. The yield is 0.550. (2) The reactants are [CH3:1][S:2](Cl)(=[O:4])=[O:3].[Cl:6][C:7]1[CH:8]=[C:9]([NH:21][C:22]2[C:23]3[C:30]4[CH2:31][CH2:32][CH:33]([CH2:35][CH2:36][OH:37])[CH2:34][C:29]=4[S:28][C:24]=3[N:25]=[CH:26][N:27]=2)[CH:10]=[CH:11][C:12]=1[O:13][CH2:14][C:15]1[CH:20]=[CH:19][CH:18]=[CH:17][N:16]=1. The catalyst is C(Cl)Cl. The product is [Cl:6][C:7]1[CH:8]=[C:9]([NH:21][C:22]2[C:23]3[C:30]4[CH2:31][CH2:32][CH:33]([CH2:35][CH2:36][O:37][S:2]([CH3:1])(=[O:4])=[O:3])[CH2:34][C:29]=4[S:28][C:24]=3[N:25]=[CH:26][N:27]=2)[CH:10]=[CH:11][C:12]=1[O:13][CH2:14][C:15]1[CH:20]=[CH:19][CH:18]=[CH:17][N:16]=1. The yield is 0.790. (3) The reactants are [C:1]1([CH:7]([C:30]2[CH:35]=[CH:34][CH:33]=[CH:32][CH:31]=2)[N:8]2[C:16]3[C:11](=[CH:12][CH:13]=[CH:14][CH:15]=3)[C:10](O)([C:17]3[CH:26]=[C:25]4[C:20]([CH2:21][CH2:22][CH2:23][O:24]4)=[CH:19][C:18]=3[OH:27])[C:9]2=[O:29])[CH:6]=[CH:5][CH:4]=[CH:3][CH:2]=1.C([SiH](CC)CC)C.FC(F)(F)C(O)=O. The catalyst is ClCCl. The product is [C:30]1([CH:7]([C:1]2[CH:6]=[CH:5][CH:4]=[CH:3][CH:2]=2)[N:8]2[C:16]3[C:11](=[CH:12][CH:13]=[CH:14][CH:15]=3)[CH:10]([C:17]3[CH:26]=[C:25]4[C:20]([CH2:21][CH2:22][CH2:23][O:24]4)=[CH:19][C:18]=3[OH:27])[C:9]2=[O:29])[CH:31]=[CH:32][CH:33]=[CH:34][CH:35]=1. The yield is 0.900. (4) The reactants are [Cl:1][C:2]1[CH:7]=[CH:6][C:5]([N+:8]([O-])=O)=[CH:4][C:3]=1[C:11]1[C:26](=[O:27])[N:25]([O:28][CH3:29])[C:14]2[N:15]=[C:16]([NH:19][CH2:20][CH2:21][N:22]([CH3:24])[CH3:23])[N:17]=[CH:18][C:13]=2[CH:12]=1.Cl. The catalyst is CCO.[Fe]. The product is [NH2:8][C:5]1[CH:6]=[CH:7][C:2]([Cl:1])=[C:3]([C:11]2[C:26](=[O:27])[N:25]([O:28][CH3:29])[C:14]3[N:15]=[C:16]([NH:19][CH2:20][CH2:21][N:22]([CH3:24])[CH3:23])[N:17]=[CH:18][C:13]=3[CH:12]=2)[CH:4]=1. The yield is 0.320.